Dataset: Full USPTO retrosynthesis dataset with 1.9M reactions from patents (1976-2016). Task: Predict the reactants needed to synthesize the given product. Given the product [Cl:25][C:18]1[CH:19]=[C:20]([CH2:23][CH2:15][C@H:9]2[C:10]3[C:5](=[CH:4][C:3]([O:2][CH3:1])=[C:12]([O:13][CH3:14])[CH:11]=3)[CH2:6][CH2:7][NH:8]2)[CH:21]=[CH:22][C:17]=1[Cl:16], predict the reactants needed to synthesize it. The reactants are: [CH3:1][O:2][C:3]1[CH:4]=[C:5]2[C:10](=[CH:11][C:12]=1[O:13][CH3:14])[C:9]([CH3:15])=[N:8][CH2:7][CH2:6]2.[Cl:16][C:17]1[CH:22]=[CH:21][C:20]([CH2:23]Cl)=[CH:19][C:18]=1[Cl:25].